Dataset: Forward reaction prediction with 1.9M reactions from USPTO patents (1976-2016). Task: Predict the product of the given reaction. The product is: [C:43]([O:47][C:48](=[O:56])[NH:49][CH2:50][CH2:51][C:52]([NH:54][NH:55][C:18]([C@@H:13]1[CH2:12][CH2:11][C@@H:10]2[CH2:17][N:14]1[C:15](=[O:16])[N:9]2[O:8][CH2:1][C:2]1[CH:3]=[CH:4][CH:5]=[CH:6][CH:7]=1)=[O:20])=[O:53])([CH3:46])([CH3:44])[CH3:45]. Given the reactants [CH2:1]([O:8][N:9]1[C:15](=[O:16])[N:14]2[CH2:17][C@H:10]1[CH2:11][CH2:12][C@H:13]2[C:18]([OH:20])=O)[C:2]1[CH:7]=[CH:6][CH:5]=[CH:4][CH:3]=1.Cl.C(N=C=NCCCN(C)C)C.ON1C2C=CC=CC=2N=N1.[C:43]([O:47][C:48](=[O:56])[NH:49][CH2:50][CH2:51][C:52]([NH:54][NH2:55])=[O:53])([CH3:46])([CH3:45])[CH3:44], predict the reaction product.